Dataset: Full USPTO retrosynthesis dataset with 1.9M reactions from patents (1976-2016). Task: Predict the reactants needed to synthesize the given product. (1) Given the product [C:17]([O:20][C:21](=[O:22])[NH:14][C:10]1[CH2:11][O:12][CH2:13][C:8]([C:6]2[CH:5]=[CH:4][CH:3]=[C:2]([Br:1])[N:7]=2)([CH3:15])[N:9]=1)([CH3:19])([CH3:18])[CH3:16], predict the reactants needed to synthesize it. The reactants are: [Br:1][C:2]1[N:7]=[C:6]([C:8]2([CH3:15])[CH2:13][O:12][CH2:11][C:10]([NH2:14])=[N:9]2)[CH:5]=[CH:4][CH:3]=1.[CH3:16][C:17]([O:20][C:21](O[C:21]([O:20][C:17]([CH3:19])([CH3:18])[CH3:16])=[O:22])=[O:22])([CH3:19])[CH3:18].CCN(C(C)C)C(C)C. (2) Given the product [S:13]([O-:17])([O-:16])(=[O:15])=[O:14].[OH:1][NH+:2]1[C:7]([CH3:8])([CH3:9])[CH2:6][CH:5]([OH:10])[CH2:4][C:3]1([CH3:12])[CH3:11].[OH:1][NH+:2]1[C:7]([CH3:8])([CH3:9])[CH2:6][CH:5]([OH:10])[CH2:4][C:3]1([CH3:12])[CH3:11], predict the reactants needed to synthesize it. The reactants are: [OH:1][N:2]1[C:7]([CH3:9])([CH3:8])[CH2:6][CH:5]([OH:10])[CH2:4][C:3]1([CH3:12])[CH3:11].[S:13](=[O:17])(=[O:16])([OH:15])[OH:14]. (3) The reactants are: [C:1]1([CH2:7][O:8][C:9]2[CH:14]=[CH:13][C:12]([C:15]3[C:24]([C:25]([F:28])([F:27])[F:26])=[CH:23][C:22]4[C:17](=[CH:18][CH:19]=[CH:20][CH:21]=4)[C:16]=3[O:29][C:30]3[CH:37]=[CH:36][C:33]([CH:34]=[O:35])=[CH:32][CH:31]=3)=[CH:11][CH:10]=2)[CH:6]=[CH:5][CH:4]=[CH:3][CH:2]=1.[C-]#N.[Na+].[CH3:41][OH:42]. Given the product [C:1]1([CH2:7][O:8][C:9]2[CH:10]=[CH:11][C:12]([C:15]3[C:24]([C:25]([F:27])([F:26])[F:28])=[CH:23][C:22]4[C:17](=[CH:18][CH:19]=[CH:20][CH:21]=4)[C:16]=3[O:29][C:30]3[CH:31]=[CH:32][C:33]([C:34]([O:42][CH3:41])=[O:35])=[CH:36][CH:37]=3)=[CH:13][CH:14]=2)[CH:6]=[CH:5][CH:4]=[CH:3][CH:2]=1, predict the reactants needed to synthesize it. (4) Given the product [CH2:13]([S:12][C:5]1[C:4]2[C:9](=[CH:10][CH:11]=[C:2]([CH:22]=[O:23])[CH:3]=2)[N:8]=[CH:7][CH:6]=1)[CH3:14], predict the reactants needed to synthesize it. The reactants are: Br[C:2]1[CH:3]=[C:4]2[C:9](=[CH:10][CH:11]=1)[N:8]=[CH:7][CH:6]=[C:5]2[S:12][CH2:13][CH3:14].C([Li])CCC.CN(C)[CH:22]=[O:23]. (5) Given the product [CH3:30][S:31]([C:34]1[O:38][C:37]([C:39]2([NH:42][C:17]([C:16]3[C:11]4[CH:10]=[N:9][N:8]([C:5]5[CH:4]=[CH:3][C:2]([F:1])=[CH:7][CH:6]=5)[C:12]=4[CH:13]=[N:14][CH:15]=3)=[O:19])[CH2:41][CH2:40]2)=[CH:36][CH:35]=1)(=[O:33])=[O:32], predict the reactants needed to synthesize it. The reactants are: [F:1][C:2]1[CH:7]=[CH:6][C:5]([N:8]2[C:12]3[CH:13]=[N:14][CH:15]=[C:16]([C:17]([OH:19])=O)[C:11]=3[CH:10]=[N:9]2)=[CH:4][CH:3]=1.C(N(CC)C(C)C)(C)C.Cl.[CH3:30][S:31]([C:34]1[O:38][C:37]([C:39]2([NH2:42])[CH2:41][CH2:40]2)=[CH:36][CH:35]=1)(=[O:33])=[O:32].F[P-](F)(F)(F)(F)F.N1(O[P+](N2CCCC2)(N2CCCC2)N2CCCC2)C2C=CC=CC=2N=N1. (6) Given the product [Cl:24][C:21]1[CH:20]=[CH:19][C:18]([C:13]2[C:12]([CH2:11][O:10][C:7]3[CH:8]=[CH:9][C:4]([C:3]([OH:25])=[O:2])=[CH:5][N:6]=3)=[C:16]([CH3:17])[O:15][N:14]=2)=[CH:23][CH:22]=1, predict the reactants needed to synthesize it. The reactants are: C[O:2][C:3](=[O:25])[C:4]1[CH:9]=[CH:8][C:7]([O:10][CH2:11][C:12]2[C:13]([C:18]3[CH:23]=[CH:22][C:21]([Cl:24])=[CH:20][CH:19]=3)=[N:14][O:15][C:16]=2[CH3:17])=[N:6][CH:5]=1.COC(=O)C1C=CC(OCC2C(C3C=CC=C(F)C=3)=NOC=2C)=NC=1.